From a dataset of Catalyst prediction with 721,799 reactions and 888 catalyst types from USPTO. Predict which catalyst facilitates the given reaction. (1) Reactant: [C:1]([O:5][C:6]([N:8]([CH3:30])[CH2:9][CH2:10][CH2:11][N:12]([CH3:29])[C:13]([C:15]1[CH:20]=[CH:19][C:18]([NH:21][CH2:22][CH2:23][C:24]([O:26][CH2:27][CH3:28])=[O:25])=[CH:17][CH:16]=1)=[O:14])=[O:7])([CH3:4])([CH3:3])[CH3:2].[CH2:31]=O. Product: [C:1]([O:5][C:6]([N:8]([CH3:30])[CH2:9][CH2:10][CH2:11][N:12]([CH3:29])[C:13]([C:15]1[CH:16]=[CH:17][C:18]([N:21]([CH3:31])[CH2:22][CH2:23][C:24]([O:26][CH2:27][CH3:28])=[O:25])=[CH:19][CH:20]=1)=[O:14])=[O:7])([CH3:4])([CH3:2])[CH3:3]. The catalyst class is: 129. (2) Reactant: [CH2:1]([C:3]1[N:13]([C:14]2[CH:19]=[CH:18][C:17]([CH2:20][CH:21]([N:23]([S:27]([C:30]3[CH:35]=[CH:34][C:33]([CH3:36])=[CH:32][CH:31]=3)(=[O:29])=[O:28])[C:24](=[O:26])[O-:25])[CH3:22])=[CH:16][CH:15]=2)[C:6]2=[N:7][C:8]([CH3:12])=[CH:9][C:10]([CH3:11])=[C:5]2[N:4]=1)[CH3:2].[ClH:37]. Product: [ClH:37].[CH2:1]([C:3]1[N:13]([C:14]2[CH:15]=[CH:16][C:17]([CH2:20][CH:21]([N:23]([S:27]([C:30]3[CH:31]=[CH:32][C:33]([CH3:36])=[CH:34][CH:35]=3)(=[O:28])=[O:29])[C:24](=[O:25])[OH:26])[CH3:22])=[CH:18][CH:19]=2)[C:6]2=[N:7][C:8]([CH3:12])=[CH:9][C:10]([CH3:11])=[C:5]2[N:4]=1)[CH3:2]. The catalyst class is: 5. (3) Reactant: Cl[CH:2]1[C:7](=[O:8])[CH2:6][C:5]([CH2:14][CH2:15][C:16]2[CH:21]=[CH:20][C:19]([O:22][CH3:23])=[C:18]([Cl:24])[CH:17]=2)([CH:9]2[CH2:13][CH2:12][CH2:11][CH2:10]2)[O:4][C:3]1=[O:25].[SH:26][C:27]1[N:28]([CH3:32])[CH:29]=[CH:30][N:31]=1. Product: [Cl:24][C:18]1[CH:17]=[C:16]([CH2:15][CH2:14][C:5]2([CH:9]3[CH2:13][CH2:12][CH2:11][CH2:10]3)[O:4][C:3](=[O:25])[C:2]([S:26][C:27]3[N:28]([CH3:32])[CH:29]=[CH:30][N:31]=3)=[C:7]([OH:8])[CH2:6]2)[CH:21]=[CH:20][C:19]=1[O:22][CH3:23]. The catalyst class is: 6. (4) Reactant: [C:1]([O:5][C:6]([C@H:8]1[C:13]([CH3:15])([CH3:14])[S:12][CH2:11][CH2:10][N:9]1[S:16]([C:19]1[CH:24]=[CH:23][C:22]([O:25]C(=O)C)=[CH:21][CH:20]=1)(=[O:18])=[O:17])=[O:7])([CH3:4])([CH3:3])[CH3:2].C(=O)([O-])[O-].[K+].[K+].CCOC(C)=O.CCCCCC. Product: [C:1]([O:5][C:6]([C@H:8]1[C:13]([CH3:15])([CH3:14])[S:12][CH2:11][CH2:10][N:9]1[S:16]([C:19]1[CH:24]=[CH:23][C:22]([OH:25])=[CH:21][CH:20]=1)(=[O:18])=[O:17])=[O:7])([CH3:2])([CH3:3])[CH3:4]. The catalyst class is: 24. (5) Reactant: [OH:1][C:2]([C:15]1[CH:16]2[C:21](=[C:22](C3C=CC=CN=3)[C:23]3[CH:28]=[CH:27][CH:26]=[CH:25][CH:24]=3)[CH:19]([CH:20]=1)[CH:18]1[C:35]([N:37]([CH2:40]COC(=O)C=CC3C=CC(C(C)C)=CC=3)[C:38](=[O:39])[CH:17]21)=[O:36])([C:9]1[CH:14]=[CH:13][CH:12]=[CH:11][N:10]=1)[C:3]1[CH:8]=[CH:7][CH:6]=[CH:5][CH:4]=1.[CH3:56][O:57][C:58]1[CH:68]=[CH:67][C:61]([CH:62]=[CH:63][C:64]([OH:66])=O)=[CH:60][CH:59]=1.[CH2:69]([N:71]=C=NCCCN(C)C)C.C(N(CC)CC)C.CN([C:90]1[CH:95]=[CH:94][CH:93]=[CH:92][N:91]=1)C. Product: [OH:1][C:2]([C:15]1[CH:16]2[C:21](=[C:22]([C:90]3[CH:95]=[CH:94][CH:93]=[CH:92][N:91]=3)[C:23]3[CH:28]=[CH:27][CH:26]=[CH:25][CH:24]=3)[CH:19]([CH:20]=1)[CH:18]1[C:35]([N:37]([CH2:40][CH2:69][NH:71][C:64](=[O:66])[CH:63]=[CH:62][C:61]3[CH:60]=[CH:59][C:58]([O:57][CH3:56])=[CH:68][CH:67]=3)[C:38](=[O:39])[CH:17]21)=[O:36])([C:9]1[CH:14]=[CH:13][CH:12]=[CH:11][N:10]=1)[C:3]1[CH:4]=[CH:5][CH:6]=[CH:7][CH:8]=1. The catalyst class is: 4.